Dataset: Reaction yield outcomes from USPTO patents with 853,638 reactions. Task: Predict the reaction yield, written as a fraction of the theoretical maximum amount of product (1.0 means a 100% yield; for example, 0.34 means a 34% yield). (1) The reactants are Br[C:2]1[CH:3]=[C:4]([S:8]([NH:11][C:12]2[C:17]([OH:18])=[CH:16][C:15]([Cl:19])=[CH:14][N:13]=2)(=[O:10])=[O:9])[CH:5]=[N:6][CH:7]=1.[F:20][C:21]([F:33])([F:32])C1N=CC(S(Cl)(=O)=O)=CC=1.BrC1C=C(S(NC2C(OC)=CC(Cl)=CN=2)(=O)=O)C=NC=1. No catalyst specified. The product is [Cl:19][C:15]1[CH:16]=[C:17]([OH:18])[C:12]([NH:11][S:8]([C:4]2[CH:5]=[N:6][C:7]([C:21]([F:33])([F:32])[F:20])=[CH:2][CH:3]=2)(=[O:10])=[O:9])=[N:13][CH:14]=1. The yield is 0.300. (2) The reactants are [C:1]([C:3]1[CH:8]=[CH:7][C:6]([N:9]2[C:13]([C:14]3[CH:15]=[C:16]([C:32]([O:34]CC)=O)[C:17](=[O:31])[N:18]([C:21]4[CH:26]=[CH:25][CH:24]=[C:23]([C:27]([F:30])([F:29])[F:28])[CH:22]=4)[C:19]=3[CH3:20])=[CH:12][CH:11]=[N:10]2)=[CH:5][CH:4]=1)#[N:2].[N:37]1([CH2:42][CH2:43][CH2:44][CH2:45][NH2:46])[CH2:41][CH2:40][CH2:39][CH2:38]1. No catalyst specified. The product is [C:1]([C:3]1[CH:4]=[CH:5][C:6]([N:9]2[C:13]([C:14]3[CH:15]=[C:16]([C:32]([NH:46][CH2:45][CH2:44][CH2:43][CH2:42][N:37]4[CH2:41][CH2:40][CH2:39][CH2:38]4)=[O:34])[C:17](=[O:31])[N:18]([C:21]4[CH:26]=[CH:25][CH:24]=[C:23]([C:27]([F:30])([F:29])[F:28])[CH:22]=4)[C:19]=3[CH3:20])=[CH:12][CH:11]=[N:10]2)=[CH:7][CH:8]=1)#[N:2]. The yield is 0.670.